Dataset: Peptide-MHC class I binding affinity with 185,985 pairs from IEDB/IMGT. Task: Regression. Given a peptide amino acid sequence and an MHC pseudo amino acid sequence, predict their binding affinity value. This is MHC class I binding data. (1) The peptide sequence is GALHLYFDK. The MHC is HLA-A11:01 with pseudo-sequence HLA-A11:01. The binding affinity (normalized) is 1.00. (2) The MHC is HLA-A03:01 with pseudo-sequence HLA-A03:01. The peptide sequence is KALKLSWFK. The binding affinity (normalized) is 0.877. (3) The peptide sequence is VIRANNNRL. The MHC is HLA-A02:01 with pseudo-sequence HLA-A02:01. The binding affinity (normalized) is 0.134. (4) The peptide sequence is AAHARFVAA. The MHC is HLA-B08:01 with pseudo-sequence HLA-B08:01. The binding affinity (normalized) is 1.00.